This data is from Reaction yield outcomes from USPTO patents with 853,638 reactions. The task is: Predict the reaction yield, written as a fraction of the theoretical maximum amount of product (1.0 means a 100% yield; for example, 0.34 means a 34% yield). (1) The reactants are [F:1][C:2]1[CH:15]=[CH:14][C:13]([F:16])=[CH:12][C:3]=1[O:4][C:5]1[CH:11]=[CH:10][C:8](N)=[CH:7][CH:6]=1.Cl.N([O-])=O.[Na+].[Na+].[I-:23]. The catalyst is O. The product is [F:1][C:2]1[CH:15]=[CH:14][C:13]([F:16])=[CH:12][C:3]=1[O:4][C:5]1[CH:11]=[CH:10][C:8]([I:23])=[CH:7][CH:6]=1. The yield is 0.780. (2) The reactants are Br[C:2]1[CH:11]=[CH:10][C:9]2[C:4](=[CH:5][CH:6]=[C:7](Br)[CH:8]=2)[CH:3]=1.[C:13]([Li])([CH3:16])([CH3:15])C.[CH2:18]([Sn:22](Cl)([CH2:27][CH2:28][CH2:29][CH3:30])[CH2:23][CH2:24][CH2:25][CH3:26])[CH2:19][CH2:20][CH3:21]. The catalyst is C(OCC)C. The product is [CH2:18]([Sn:22]([CH2:27][CH2:15][CH2:13][CH3:16])([CH2:23][CH2:24][CH2:25][CH3:26])[C:2]1[CH:11]=[CH:10][C:9]2[C:4](=[CH:5][CH:6]=[C:7]([Sn:22]([CH2:27][CH2:28][CH2:29][CH3:30])([CH2:23][CH2:24][CH2:25][CH3:26])[CH2:18][CH2:19][CH2:20][CH3:21])[CH:8]=2)[CH:3]=1)[CH2:19][CH2:20][CH3:21]. The yield is 0.840.